From a dataset of Forward reaction prediction with 1.9M reactions from USPTO patents (1976-2016). Predict the product of the given reaction. (1) Given the reactants [CH2:1]([O:3][C:4](=[O:12])[C:5]1[CH:10]=[CH:9][C:8](Cl)=[N:7][CH:6]=1)[CH3:2].[CH:13]1([NH2:16])[CH2:15][CH2:14]1, predict the reaction product. The product is: [CH2:1]([O:3][C:4](=[O:12])[C:5]1[CH:10]=[CH:9][C:8]([NH:16][CH:13]2[CH2:15][CH2:14]2)=[N:7][CH:6]=1)[CH3:2]. (2) Given the reactants C([O-])([O-])=O.[K+].[K+].F[C:8]1[CH:15]=[CH:14][C:11]([CH:12]=[O:13])=[CH:10][CH:9]=1.[Br:16][C:17]1[CH:18]=[C:19]([CH:23]=[CH:24][C:25]=1[OH:26])[C:20]([NH2:22])=[O:21], predict the reaction product. The product is: [Br:16][C:17]1[CH:18]=[C:19]([CH:23]=[CH:24][C:25]=1[O:26][C:8]1[CH:15]=[CH:14][C:11]([CH:12]=[O:13])=[CH:10][CH:9]=1)[C:20]([NH2:22])=[O:21]. (3) Given the reactants [Br:1][C:2]1[CH:7]=[CH:6][C:5]([N:8]2[C:16]3[C:11](=[CH:12][C:13]([OH:17])=[CH:14][CH:15]=3)[CH:10]=[CH:9]2)=[CH:4][CH:3]=1.[Br:18][CH2:19][CH2:20][CH2:21][CH2:22]Br, predict the reaction product. The product is: [Br:18][CH2:19][CH2:20][CH2:21][CH2:22][O:17][C:13]1[CH:12]=[C:11]2[C:16](=[CH:15][CH:14]=1)[N:8]([C:5]1[CH:6]=[CH:7][C:2]([Br:1])=[CH:3][CH:4]=1)[CH:9]=[CH:10]2. (4) Given the reactants [NH2:1][C:2]1[S:3][CH:4]=[CH:5][C:6]=1[CH2:7][C:8]([O:10]CC)=O.C[Al](C)C, predict the reaction product. The product is: [S:3]1[C:2]2[NH:1][C:8](=[O:10])[CH2:7][C:6]=2[CH:5]=[CH:4]1. (5) Given the reactants [C:1]([C:5]1[CH:19]=[CH:18][C:17]([N+:20]([O-])=O)=[CH:16][C:6]=1[CH2:7][NH:8][C:9](=[O:15])[O:10][C:11]([CH3:14])([CH3:13])[CH3:12])([CH3:4])([CH3:3])[CH3:2], predict the reaction product. The product is: [C:1]([C:5]1[CH:19]=[CH:18][C:17]([NH2:20])=[CH:16][C:6]=1[CH2:7][NH:8][C:9](=[O:15])[O:10][C:11]([CH3:14])([CH3:12])[CH3:13])([CH3:2])([CH3:3])[CH3:4]. (6) Given the reactants [NH2:1][C:2]1[CH:10]=[CH:9][C:8]([I:11])=[CH:7][C:3]=1[C:4](O)=[O:5].[CH:12]([NH2:14])=O, predict the reaction product. The product is: [I:11][C:8]1[CH:7]=[C:3]2[C:2](=[CH:10][CH:9]=1)[NH:1][CH:12]=[N:14][C:4]2=[O:5]. (7) Given the reactants [CH3:1][C:2]1[CH:7]=[CH:6][CH:5]=[C:4]([CH3:8])[C:3]=1[NH:9][C:10](=[O:32])[CH2:11][N:12]1[CH2:17][CH2:16][N:15]([CH2:18][CH:19]([OH:31])[CH2:20][O:21][CH:22]2CC3C(=CC=CC=3)C2)[CH2:14][CH2:13]1.[CH:33]1(CO)[CH2:38][CH2:37][CH2:36][CH2:35][CH2:34]1, predict the reaction product. The product is: [CH3:1][C:2]1[CH:7]=[CH:6][CH:5]=[C:4]([CH3:8])[C:3]=1[NH:9][C:10](=[O:32])[CH2:11][N:12]1[CH2:17][CH2:16][N:15]([CH2:18][CH:19]([OH:31])[CH2:20][O:21][CH2:22][CH:33]2[CH2:38][CH2:37][CH2:36][CH2:35][CH2:34]2)[CH2:14][CH2:13]1.